This data is from Catalyst prediction with 721,799 reactions and 888 catalyst types from USPTO. The task is: Predict which catalyst facilitates the given reaction. (1) Reactant: [CH2:1]([C:4]1[CH:10]=[C:9]([O:11][C:12]([F:15])([F:14])[F:13])[CH:8]=[CH:7][C:5]=1[NH2:6])[CH:2]=[CH2:3].CCN(CC)CC.[C:23](Cl)(=[O:26])[CH:24]=[CH2:25]. Product: [CH2:1]([C:4]1[CH:10]=[C:9]([O:11][C:12]([F:13])([F:14])[F:15])[CH:8]=[CH:7][C:5]=1[NH:6][C:23](=[O:26])[CH:24]=[CH2:25])[CH:2]=[CH2:3]. The catalyst class is: 1. (2) Reactant: [Cl:1][C:2]1[CH:3]=[CH:4][C:5]([OH:10])=[C:6]([CH:9]=1)[CH:7]=O.[NH2:11]OS(O)(=O)=O. Product: [Cl:1][C:2]1[CH:3]=[CH:4][C:5]([OH:10])=[C:6]([CH:9]=1)[C:7]#[N:11]. The catalyst class is: 6.